From a dataset of Full USPTO retrosynthesis dataset with 1.9M reactions from patents (1976-2016). Predict the reactants needed to synthesize the given product. (1) Given the product [F:17][C:2]([F:1])([C:7]1[CH:16]=[CH:15][C:14]2[C:9](=[CH:10][CH:11]=[CH:12][CH:13]=2)[N:8]=1)[CH2:3][NH2:4], predict the reactants needed to synthesize it. The reactants are: [F:1][C:2]([F:17])([C:7]1[CH:16]=[CH:15][C:14]2[C:9](=[CH:10][CH:11]=[CH:12][CH:13]=2)[N:8]=1)[CH2:3][N:4]=[N+]=[N-]. (2) The reactants are: B(Br)(Br)Br.[F:5][C:6]1[CH:7]=[C:8]([CH:21]=[CH:22][CH:23]=1)[C:9]([C:11]1[CH:18]=[C:17]([O:19]C)[CH:16]=[CH:15][C:12]=1[C:13]#[N:14])=[O:10].C(=O)(O)[O-].[Na+]. Given the product [F:5][C:6]1[CH:7]=[C:8]([CH:21]=[CH:22][CH:23]=1)[C:9]([C:11]1[CH:18]=[C:17]([OH:19])[CH:16]=[CH:15][C:12]=1[C:13]#[N:14])=[O:10], predict the reactants needed to synthesize it. (3) Given the product [F:10][C:11]1[CH:12]=[C:13]([CH:23]=[CH:24][CH:25]=1)[CH2:14][O:15][C:16]1[CH:21]=[CH:20][C:19]([NH:22][C:7]([C:4]2([C:2]([NH2:1])=[O:3])[CH2:5][CH2:6]2)=[O:9])=[CH:18][CH:17]=1, predict the reactants needed to synthesize it. The reactants are: [NH2:1][C:2]([C:4]1([C:7]([OH:9])=O)[CH2:6][CH2:5]1)=[O:3].[F:10][C:11]1[CH:12]=[C:13]([CH:23]=[CH:24][CH:25]=1)[CH2:14][O:15][C:16]1[CH:21]=[CH:20][C:19]([NH2:22])=[CH:18][CH:17]=1.Cl.CN(C)CCCN=C=NCC. (4) Given the product [F:2][C@H:3]1[CH2:7][CH2:6][N:5]([C:9]2[CH:10]=[CH:11][C:12]3[S:19](=[O:21])(=[O:20])[N:18]4[CH2:22][C@H:15]([CH2:16][CH2:17]4)[NH:14][C:13]=3[N:23]=2)[CH2:4]1, predict the reactants needed to synthesize it. The reactants are: Cl.[F:2][C@H:3]1[CH2:7][CH2:6][NH:5][CH2:4]1.Cl[C:9]1[CH:10]=[CH:11][C:12]2[S:19](=[O:21])(=[O:20])[N:18]3[CH2:22][C@H:15]([CH2:16][CH2:17]3)[NH:14][C:13]=2[N:23]=1.C(=O)([O-])[O-].[Na+].[Na+]. (5) Given the product [CH3:10][C:8]1[N:7]([C@@H:11]2[CH2:15][CH2:14][N:13]([C:16]([O:18][C:19]([CH3:22])([CH3:21])[CH3:20])=[O:17])[CH2:12]2)[C:6]2[CH:23]=[C:2]([B:24]3[O:28][C:27]([CH3:30])([CH3:29])[C:26]([CH3:32])([CH3:31])[O:25]3)[CH:3]=[CH:4][C:5]=2[N:9]=1, predict the reactants needed to synthesize it. The reactants are: Br[C:2]1[CH:3]=[CH:4][C:5]2[N:9]=[C:8]([CH3:10])[N:7]([C@@H:11]3[CH2:15][CH2:14][N:13]([C:16]([O:18][C:19]([CH3:22])([CH3:21])[CH3:20])=[O:17])[CH2:12]3)[C:6]=2[CH:23]=1.[B:24]1([B:24]2[O:28][C:27]([CH3:30])([CH3:29])[C:26]([CH3:32])([CH3:31])[O:25]2)[O:28][C:27]([CH3:30])([CH3:29])[C:26]([CH3:32])([CH3:31])[O:25]1.C(Cl)Cl.CC([O-])=O.[K+]. (6) Given the product [NH2:12][C:13]1[N:14]=[C:15]([Cl:22])[C:16]([CH:20]([OH:21])[CH2:5][CH2:4][CH:3]=[CH2:2])=[C:17]([Cl:19])[N:18]=1, predict the reactants needed to synthesize it. The reactants are: Br[CH2:2][CH2:3][CH:4]=[CH2:5].[Mg].O1CCCC1.[NH2:12][C:13]1[N:18]=[C:17]([Cl:19])[C:16]([CH:20]=[O:21])=[C:15]([Cl:22])[N:14]=1.